This data is from NCI-60 drug combinations with 297,098 pairs across 59 cell lines. The task is: Regression. Given two drug SMILES strings and cell line genomic features, predict the synergy score measuring deviation from expected non-interaction effect. (1) Drug 1: CC(C1=C(C=CC(=C1Cl)F)Cl)OC2=C(N=CC(=C2)C3=CN(N=C3)C4CCNCC4)N. Drug 2: CC12CCC3C(C1CCC2O)C(CC4=C3C=CC(=C4)O)CCCCCCCCCS(=O)CCCC(C(F)(F)F)(F)F. Cell line: HCT-15. Synergy scores: CSS=9.45, Synergy_ZIP=-1.16, Synergy_Bliss=0.216, Synergy_Loewe=0.366, Synergy_HSA=-0.260. (2) Drug 1: CC12CCC3C(C1CCC2=O)CC(=C)C4=CC(=O)C=CC34C. Drug 2: CC1=C(C=C(C=C1)NC(=O)C2=CC=C(C=C2)CN3CCN(CC3)C)NC4=NC=CC(=N4)C5=CN=CC=C5. Cell line: BT-549. Synergy scores: CSS=38.7, Synergy_ZIP=3.42, Synergy_Bliss=4.62, Synergy_Loewe=1.81, Synergy_HSA=1.41. (3) Drug 1: COC1=CC(=CC(=C1O)OC)C2C3C(COC3=O)C(C4=CC5=C(C=C24)OCO5)OC6C(C(C7C(O6)COC(O7)C8=CC=CS8)O)O. Drug 2: C1CC(C1)(C(=O)O)C(=O)O.[NH2-].[NH2-].[Pt+2]. Cell line: SK-MEL-5. Synergy scores: CSS=36.1, Synergy_ZIP=-14.6, Synergy_Bliss=-8.00, Synergy_Loewe=-5.28, Synergy_HSA=-3.71. (4) Drug 1: CC1C(C(CC(O1)OC2CC(CC3=C2C(=C4C(=C3O)C(=O)C5=C(C4=O)C(=CC=C5)OC)O)(C(=O)C)O)N)O.Cl. Cell line: NCI-H322M. Synergy scores: CSS=9.23, Synergy_ZIP=4.50, Synergy_Bliss=1.38, Synergy_Loewe=-8.17, Synergy_HSA=-2.43. Drug 2: C1=CC(=CC=C1CC(C(=O)O)N)N(CCCl)CCCl.Cl. (5) Drug 1: CN1CCC(CC1)COC2=C(C=C3C(=C2)N=CN=C3NC4=C(C=C(C=C4)Br)F)OC. Drug 2: C(CC(=O)O)C(=O)CN.Cl. Cell line: SW-620. Synergy scores: CSS=1.51, Synergy_ZIP=-0.122, Synergy_Bliss=-2.27, Synergy_Loewe=-8.51, Synergy_HSA=-4.32. (6) Drug 1: C1CCN(CC1)CCOC2=CC=C(C=C2)C(=O)C3=C(SC4=C3C=CC(=C4)O)C5=CC=C(C=C5)O. Drug 2: CCC(=C(C1=CC=CC=C1)C2=CC=C(C=C2)OCCN(C)C)C3=CC=CC=C3.C(C(=O)O)C(CC(=O)O)(C(=O)O)O. Cell line: NCI-H522. Synergy scores: CSS=-5.61, Synergy_ZIP=0.724, Synergy_Bliss=-2.20, Synergy_Loewe=-6.49, Synergy_HSA=-6.33.